From a dataset of Full USPTO retrosynthesis dataset with 1.9M reactions from patents (1976-2016). Predict the reactants needed to synthesize the given product. (1) Given the product [CH3:9][O:10][C:11]1[C:12]([O:47][CH2:48][C:49]#[CH:50])=[CH:13][C:14]2[C:20](=[O:21])[N:19]3[CH:22]=[C:23]([C:25]4[CH:34]=[CH:33][C:32]5[C:27](=[CH:28][CH:29]=[C:30]([O:35][CH3:36])[CH:31]=5)[CH:26]=4)[CH2:24][C@H:18]3[CH:17]=[N:16][C:15]=2[CH:46]=1, predict the reactants needed to synthesize it. The reactants are: [Li+].[B-](CC)(CC)CC.[CH3:9][O:10][C:11]1[C:12]([O:47][CH2:48][C:49]#[CH:50])=[CH:13][C:14]2[C:20](=[O:21])[N:19]3[CH:22]=[C:23]([C:25]4[CH:34]=[CH:33][C:32]5[C:27](=[CH:28][CH:29]=[C:30]([O:35][CH3:36])[CH:31]=5)[CH:26]=4)[CH2:24][C@H:18]3[C:17](=O)[N:16](COCC[Si](C)(C)C)[C:15]=2[CH:46]=1.C(Cl)Cl. (2) Given the product [N:15]([CH2:14][C@@H:10]1[O:11][CH2:12][CH2:13][N:8]([C:6]([C:29]2[N:30]=[N:31][C:32]([CH2:48][CH2:49][CH2:50][CH3:51])=[C:33]([C:35]3[CH:36]=[CH:37][C:38]([O:41][CH:42]4[CH2:47][CH2:46][CH2:45][CH2:44][CH2:43]4)=[CH:39][CH:40]=3)[CH:34]=2)=[O:7])[CH2:9]1)=[N+:16]=[N-:17], predict the reactants needed to synthesize it. The reactants are: C(O[C:6]([N:8]1[CH2:13][CH2:12][O:11][C@@H:10]([CH2:14][N:15]=[N+:16]=[N-:17])[CH2:9]1)=[O:7])(C)(C)C.Cl.FC1C(OC([C:29]2[N:30]=[N:31][C:32]([CH2:48][CH2:49][CH2:50][CH3:51])=[C:33]([C:35]3[CH:40]=[CH:39][C:38]([O:41][CH:42]4[CH2:47][CH2:46][CH2:45][CH2:44][CH2:43]4)=[CH:37][CH:36]=3)[CH:34]=2)=O)=C(F)C(F)=C(F)C=1F. (3) Given the product [Cl:16][C:17]1[CH:22]=[C:21]([NH:23][C:24]2[CH:29]=[CH:28][CH:27]=[CH:26][C:25]=2[NH:30][C:9](=[O:11])[CH2:8][O:1][C:2]2[CH:3]=[CH:4][CH:5]=[CH:6][CH:7]=2)[CH:20]=[CH:19][C:18]=1[C:31](=[O:32])[C:33]1[CH:38]=[CH:37][CH:36]=[CH:35][C:34]=1[CH3:39], predict the reactants needed to synthesize it. The reactants are: [O:1]([CH2:8][C:9]([OH:11])=O)[C:2]1[CH:7]=[CH:6][CH:5]=[CH:4][CH:3]=1.S(Cl)(Cl)=O.[Cl:16][C:17]1[CH:22]=[C:21]([NH:23][C:24]2[CH:29]=[CH:28][CH:27]=[CH:26][C:25]=2[NH2:30])[CH:20]=[CH:19][C:18]=1[C:31]([C:33]1[CH:38]=[CH:37][CH:36]=[CH:35][C:34]=1[CH3:39])=[O:32].C(N(CC)CC)C.C([O-])(O)=O.[Na+]. (4) Given the product [CH3:1][O:2][C:3]1[CH:4]=[C:5]([CH:37]=[CH:38][C:39]=1[O:40][CH3:41])[C:6]([N:8]1[C:17]2[C:12](=[CH:13][CH:14]=[CH:15][CH:16]=2)[CH:11]([N:18]2[C:27]3[C:22](=[CH:23][C:24]([O:28][CH2:29][CH2:30][CH2:31][CH2:32][C:33]([NH:56][CH2:53][CH2:54][CH3:55])=[O:34])=[CH:25][CH:26]=3)[CH2:21][CH2:20][CH2:19]2)[CH2:10][CH:9]1[CH3:36])=[O:7], predict the reactants needed to synthesize it. The reactants are: [CH3:1][O:2][C:3]1[CH:4]=[C:5]([CH:37]=[CH:38][C:39]=1[O:40][CH3:41])[C:6]([N:8]1[C:17]2[C:12](=[CH:13][CH:14]=[CH:15][CH:16]=2)[CH:11]([N:18]2[C:27]3[C:22](=[CH:23][C:24]([O:28][CH2:29][CH2:30][CH2:31][CH2:32][C:33](O)=[O:34])=[CH:25][CH:26]=3)[CH2:21][CH2:20][CH2:19]2)[CH2:10][CH:9]1[CH3:36])=[O:7].C(Cl)(=O)C(Cl)=O.CN(C=O)C.[CH2:53]([NH2:56])[CH2:54][CH3:55].